This data is from Catalyst prediction with 721,799 reactions and 888 catalyst types from USPTO. The task is: Predict which catalyst facilitates the given reaction. (1) Reactant: CO[C:3]1[CH2:8][CH2:7][CH2:6][C:5](=[O:9])[CH:4]=1.[Li][CH2:11][CH2:12][CH2:13][CH3:14]. Product: [CH2:11]([C:3]1[CH2:8][CH2:7][CH2:6][C:5](=[O:9])[CH:4]=1)[CH2:12][CH2:13][CH3:14]. The catalyst class is: 13. (2) Reactant: [CH3:1][C:2]1([CH3:14])[CH2:11][CH2:10][C:9]([CH3:13])([CH3:12])[C:8]2[CH:7]=[CH:6][CH:5]=[CH:4][C:3]1=2.ClCCl.[Cl-].[Al+3].[Cl-].[Cl-].[C:22](Cl)(=[O:26])[CH:23]([CH3:25])[CH3:24]. Product: [CH:23]([C:22]([C:6]1[CH:5]=[CH:4][C:3]2[C:2]([CH3:14])([CH3:1])[CH2:11][CH2:10][C:9]([CH3:13])([CH3:12])[C:8]=2[CH:7]=1)=[O:26])([CH3:25])[CH3:24]. The catalyst class is: 6. (3) Reactant: COC1C=C(OC)C=CC=1C[N:6]1[CH:15]=[CH:14][C:13]2[C:8](=[CH:9][CH:10]=[C:11]([N+:16]([O-:18])=[O:17])[CH:12]=2)[C:7]1=[NH:19].C(O)(C(F)(F)F)=O. Product: [N+:16]([C:11]1[CH:12]=[C:13]2[C:8](=[CH:9][CH:10]=1)[C:7]([NH2:19])=[N:6][CH:15]=[CH:14]2)([O-:18])=[O:17]. The catalyst class is: 520. (4) Reactant: [CH3:1][O:2][CH2:3][C:4](O)=O.C(N1C=CN=C1)(N1C=CN=C1)=O.N1C=CC=CC=1.[CH3:25][NH:26][C:27](=[S:30])[NH:28][NH2:29]. The catalyst class is: 9. Product: [CH3:25][N:26]1[C:4]([CH2:3][O:2][CH3:1])=[N:29][N:28]=[C:27]1[SH:30]. (5) Product: [Cl:1][C:2]1[CH:3]=[CH:4][C:5]([S:8]([C:11]23[CH2:26][CH2:25][C:24](=[O:27])[CH:23]([F:29])[CH:12]2[CH2:13][O:14][C:15]2[C:20]3=[C:19]([F:21])[CH:18]=[CH:17][C:16]=2[F:22])(=[O:10])=[O:9])=[CH:6][CH:7]=1. The catalyst class is: 3. Reactant: [Cl:1][C:2]1[CH:7]=[CH:6][C:5]([S:8]([C@@:11]23[CH2:26][CH2:25][C:24](=[O:27])[CH2:23][C@H:12]2[CH2:13][O:14][C:15]2[C:20]3=[C:19]([F:21])[CH:18]=[CH:17][C:16]=2[F:22])(=[O:10])=[O:9])=[CH:4][CH:3]=1.[B-](F)(F)(F)[F:29].[B-](F)(F)(F)F.C1[N+]2(CCl)CC[N+](F)(CC2)C1.O.